This data is from Forward reaction prediction with 1.9M reactions from USPTO patents (1976-2016). The task is: Predict the product of the given reaction. (1) Given the reactants [N:1]1([CH2:6][C:7]2[CH:15]=[C:14]3[C:10]([CH:11]=[C:12]([C:16]([OH:18])=O)[NH:13]3)=[CH:9][CH:8]=2)[CH:5]=[CH:4][N:3]=[CH:2]1.N[CH2:20][C:21]([NH2:23])=[O:22], predict the reaction product. The product is: [C:5]([CH2:4][NH:23][C:21]([C@@H:20]1[CH2:8][CH2:9][CH2:10][CH2:11][C@@H:12]1[NH:13][C:16]([C:12]1[NH:13][C:14]2[C:10]([CH:11]=1)=[CH:9][CH:8]=[C:7]([CH2:6][N:1]1[CH:5]=[CH:4][N:3]=[CH:2]1)[CH:15]=2)=[O:18])=[O:22])#[N:1]. (2) Given the reactants [CH3:1][N:2]([C:12]1[N:21]=[CH:20][C:19]2[CH2:18][CH2:17][C:16]3[N:22]=[C:23]([CH3:25])[S:24][C:15]=3[C:14]=2[N:13]=1)[C:3]1[CH:8]=[CH:7][CH:6]=[C:5]([N+:9]([O-:11])=[O:10])[CH:4]=1.ClC1C(=O)C(C#N)=C(C#N)C(=O)C=1Cl, predict the reaction product. The product is: [CH3:1][N:2]([C:12]1[N:21]=[CH:20][C:19]2[CH:18]=[CH:17][C:16]3[N:22]=[C:23]([CH3:25])[S:24][C:15]=3[C:14]=2[N:13]=1)[C:3]1[CH:8]=[CH:7][CH:6]=[C:5]([N+:9]([O-:11])=[O:10])[CH:4]=1. (3) Given the reactants [Cl:1][C:2]1[CH:10]=[C:6]([C:7]([OH:9])=[O:8])[C:5]([OH:11])=[CH:4][CH:3]=1.Cl.CN(C)[CH2:15][CH2:16]CN=C=N.O.ON1C2C=CC=CC=2N=N1.C(O)C, predict the reaction product. The product is: [Cl:1][C:2]1[CH:10]=[C:6]([C:7]([O:9][CH2:15][CH3:16])=[O:8])[C:5]([OH:11])=[CH:4][CH:3]=1. (4) Given the reactants [NH:1]1[CH:5]=[C:4]([CH:6]=[O:7])[CH:3]=[N:2]1.I[CH:9]([CH3:11])[CH3:10].[H-].[Na+], predict the reaction product. The product is: [CH:9]([N:1]1[CH:5]=[C:4]([CH:6]=[O:7])[CH:3]=[N:2]1)([CH3:11])[CH3:10]. (5) The product is: [CH:2]12[O:9][CH:1]1[CH2:22][CH2:17][CH2:18][CH2:19][CH2:4][CH2:5][CH2:6][CH2:7][CH2:8][CH2:3]2. Given the reactants [CH2:1]1[O:9][CH:2]1[C:3]1[CH:8]=[CH:7][CH:6]=[CH:5][CH:4]=1.[SiH](CC)(CC)CC.[C:17]1(C)[CH:22]=CC=[CH:19][CH:18]=1, predict the reaction product. (6) Given the reactants [OH:1][NH:2][C:3]([CH2:5][CH:6]([N:18]1[C:26](=[O:27])[C:25]2[C:20](=[CH:21][CH:22]=[C:23]([NH:28][C:29](=[O:31])[CH3:30])[CH:24]=2)[C:19]1=[O:32])[C:7]1[CH:12]=[CH:11][C:10]([O:13][CH3:14])=[C:9]([O:15][CH2:16][CH3:17])[CH:8]=1)=[O:4].[C:33](OC(=O)C)(=[O:35])[CH3:34], predict the reaction product. The product is: [C:33]([O:1][NH:2][C:3](=[O:4])[CH2:5][CH:6]([N:18]1[C:26](=[O:27])[C:25]2[C:20](=[CH:21][CH:22]=[C:23]([NH:28][C:29](=[O:31])[CH3:30])[CH:24]=2)[C:19]1=[O:32])[C:7]1[CH:12]=[CH:11][C:10]([O:13][CH3:14])=[C:9]([O:15][CH2:16][CH3:17])[CH:8]=1)(=[O:35])[CH3:34]. (7) The product is: [CH3:12][C:4]1[C:5]2[C:6](=[N:7][O:8][N:9]=2)[CH:10]=[CH:11][C:3]=1[OH:2]. Given the reactants C[O:2][C:3]1[CH:11]=[CH:10][C:6]2=[N:7][O:8][N:9]=[C:5]2[C:4]=1[CH3:12].B(Br)(Br)Br, predict the reaction product. (8) Given the reactants Cl.[NH2:2][C:3]1[CH:26]=[CH:25][C:6]([C:7]([NH:9][CH2:10][CH2:11][NH:12][C:13]([C:15]2[CH:24]=[CH:23][C:22]3[C:17](=[CH:18][CH:19]=[CH:20][CH:21]=3)[CH:16]=2)=[O:14])=[O:8])=[CH:5][CH:4]=1.[CH3:27][CH2:28][O:29][C:30]([CH:32]1[CH2:38][CH2:37][C:35](=O)[CH2:34][CH2:33]1)=[O:31].C([O-])(=O)C.[Na+].C(O[BH-](OC(=O)C)OC(=O)C)(=O)C.[Na+].C(=O)([O-])O.[Na+], predict the reaction product. The product is: [CH:16]1[C:17]2[C:22](=[CH:21][CH:20]=[CH:19][CH:18]=2)[CH:23]=[CH:24][C:15]=1[C:13]([NH:12][CH2:11][CH2:10][NH:9][C:7]([C:6]1[CH:25]=[CH:26][C:3]([NH:2][CH:35]2[CH2:37][CH2:38][CH:32]([C:30]([O:29][CH2:28][CH3:27])=[O:31])[CH2:33][CH2:34]2)=[CH:4][CH:5]=1)=[O:8])=[O:14].